Dataset: Forward reaction prediction with 1.9M reactions from USPTO patents (1976-2016). Task: Predict the product of the given reaction. (1) Given the reactants [Mg].Br[C:3]1[CH:8]=[C:7]([F:9])[CH:6]=[C:5]([F:10])[CH:4]=1.[F:11][C:12]1[CH:19]=[CH:18][C:17]([CH:20]=[O:21])=[CH:16][C:13]=1[C:14]#[N:15], predict the reaction product. The product is: [F:10][C:5]1[CH:4]=[C:3]([CH:20]([OH:21])[C:17]2[CH:18]=[CH:19][C:12]([F:11])=[C:13]([CH:16]=2)[C:14]#[N:15])[CH:8]=[C:7]([F:9])[CH:6]=1. (2) Given the reactants C(OC([N:8]1[C@@H:12]([CH2:13][NH:14]C(OC(C)(C)C)=O)[C@H:11]([O:22]CC2C=CC=CC=2)[C@@H:10]([O:30]CC2C=CC=CC=2)[C@H:9]1[CH2:38][NH2:39])=O)(C)(C)C, predict the reaction product. The product is: [NH2:39][CH2:38][C@@H:9]1[C@H:10]([OH:30])[C@@H:11]([OH:22])[C@H:12]([CH2:13][NH2:14])[NH:8]1. (3) Given the reactants [NH2:1][C@H:2]1[C@H:5]([O:6][CH2:7][CH2:8][CH2:9][C:10]([O:12][CH3:13])=[O:11])[NH:4][C:3]1=[O:14].[C:15]1([C:21](Cl)([C:28]2[CH:33]=[CH:32][CH:31]=[CH:30][CH:29]=2)[C:22]2[CH:27]=[CH:26][CH:25]=[CH:24][CH:23]=2)[CH:20]=[CH:19][CH:18]=[CH:17][CH:16]=1.C(N(C(C)C)CC)(C)C, predict the reaction product. The product is: [CH3:13][O:12][C:10]([CH2:9][CH2:8][CH2:7][O:6][C@@H:5]1[NH:4][C:3](=[O:14])[C@H:2]1[NH:1][C:21]([C:15]1[CH:20]=[CH:19][CH:18]=[CH:17][CH:16]=1)([C:28]1[CH:29]=[CH:30][CH:31]=[CH:32][CH:33]=1)[C:22]1[CH:23]=[CH:24][CH:25]=[CH:26][CH:27]=1)=[O:11]. (4) Given the reactants [F:1][C:2]1[CH:7]=[CH:6][C:5]([S:8](Cl)(=[O:10])=[O:9])=[CH:4][C:3]=1[Cl:12].[NH:13]1[CH2:18][CH2:17][O:16][CH2:15][CH2:14]1, predict the reaction product. The product is: [Cl:12][C:3]1[CH:4]=[C:5]([S:8]([N:13]2[CH2:18][CH2:17][O:16][CH2:15][CH2:14]2)(=[O:10])=[O:9])[CH:6]=[CH:7][C:2]=1[F:1]. (5) Given the reactants [C:1]1([CH:7]2O[C:8]2([C:13]2[CH:18]=[CH:17][N:16]=[CH:15][CH:14]=2)[C:9](=O)[CH3:10])[CH:6]=[CH:5][CH:4]=[CH:3][CH:2]=1.[NH2:19][NH2:20], predict the reaction product. The product is: [CH3:10][C:9]1[C:8]([C:13]2[CH:18]=[CH:17][N:16]=[CH:15][CH:14]=2)=[C:7]([C:1]2[CH:6]=[CH:5][CH:4]=[CH:3][CH:2]=2)[NH:20][N:19]=1. (6) Given the reactants [F:1][C:2]1[CH:19]=[CH:18][CH:17]=[CH:16][C:3]=1[O:4][CH:5]([C:7]1[CH:15]=[CH:14][C:10]([C:11]([OH:13])=O)=[CH:9][CH:8]=1)[CH3:6].Cl.C(N=C=NCCCN(C)C)C.ON1C2C=CC=CC=2N=N1.[NH2:42][CH2:43][C:44]1[C:45]([OH:52])=[N:46][C:47]([CH3:51])=[CH:48][C:49]=1[CH3:50], predict the reaction product. The product is: [F:1][C:2]1[CH:19]=[CH:18][CH:17]=[CH:16][C:3]=1[O:4][CH:5]([C:7]1[CH:8]=[CH:9][C:10]([C:11]([NH:42][CH2:43][C:44]2[C:45]([OH:52])=[N:46][C:47]([CH3:51])=[CH:48][C:49]=2[CH3:50])=[O:13])=[CH:14][CH:15]=1)[CH3:6]. (7) Given the reactants CN(C(ON1N=NC2C=CC=NC1=2)=[N+](C)C)C.F[P-](F)(F)(F)(F)F.[CH3:25][Si:26]([CH3:76])([CH3:75])[CH2:27][CH2:28][O:29][C:30]([N:32]1[CH2:37][CH2:36][CH:35]([NH:38][CH2:39][C:40]2[CH:45]=[C:44]([C:46]3[CH:73]=[CH:72][C:49]4[N:50]([C:53]([C:66]5[CH:71]=[CH:70][CH:69]=[CH:68][CH:67]=5)([C:60]5[CH:65]=[CH:64][CH:63]=[CH:62][CH:61]=5)[C:54]5[CH:59]=[CH:58][CH:57]=[CH:56][CH:55]=5)[N:51]=[N:52][C:48]=4[CH:47]=3)[CH:43]=[CH:42][C:41]=2[F:74])[CH2:34][CH2:33]1)=[O:31].[F:77][C:78]1[CH:86]=[CH:85][C:81]([C:82](O)=[O:83])=[CH:80][CH:79]=1.C(N(C(C)C)CC)(C)C, predict the reaction product. The product is: [CH3:25][Si:26]([CH3:76])([CH3:75])[CH2:27][CH2:28][O:29][C:30]([N:32]1[CH2:33][CH2:34][CH:35]([N:38]([C:82](=[O:83])[C:81]2[CH:85]=[CH:86][C:78]([F:77])=[CH:79][CH:80]=2)[CH2:39][C:40]2[CH:45]=[C:44]([C:46]3[CH:73]=[CH:72][C:49]4[N:50]([C:53]([C:54]5[CH:59]=[CH:58][CH:57]=[CH:56][CH:55]=5)([C:60]5[CH:61]=[CH:62][CH:63]=[CH:64][CH:65]=5)[C:66]5[CH:67]=[CH:68][CH:69]=[CH:70][CH:71]=5)[N:51]=[N:52][C:48]=4[CH:47]=3)[CH:43]=[CH:42][C:41]=2[F:74])[CH2:36][CH2:37]1)=[O:31]. (8) Given the reactants [CH2:1]([NH:8][C:9]1[N:10]=[C:11]2[C:16](=[CH:17][CH:18]=1)[NH:15][CH:14]=[C:13]([C:19]([OH:21])=O)[C:12]2=[O:22])[C:2]1[CH:7]=[CH:6][CH:5]=[CH:4][CH:3]=1.C(N(CC)CC)C.ClC(OCC)=O.[CH2:36]([NH2:40])[CH2:37][CH2:38][CH3:39].[Cl-].[Na+], predict the reaction product. The product is: [CH2:36]([NH:40][C:19]([C:13]1[C:12](=[O:22])[C:11]2[C:16](=[CH:17][CH:18]=[C:9]([NH:8][CH2:1][C:2]3[CH:3]=[CH:4][CH:5]=[CH:6][CH:7]=3)[N:10]=2)[NH:15][CH:14]=1)=[O:21])[CH2:37][CH2:38][CH3:39].